Dataset: Catalyst prediction with 721,799 reactions and 888 catalyst types from USPTO. Task: Predict which catalyst facilitates the given reaction. (1) Reactant: [CH3:1][C:2]1[S:6][C:5]([CH:7]([NH2:15])[CH2:8][C:9]2[CH:14]=[CH:13][N:12]=[CH:11][CH:10]=2)=[CH:4][CH:3]=1.[N:16]([CH2:19][CH2:20][O:21][C:22](=[O:24])[CH3:23])=[C:17]=[S:18]. Product: [CH3:1][C:2]1[S:6][C:5]([CH:7]([NH:15][C:17](=[S:18])[NH:16][CH2:19][CH2:20][O:21][C:22](=[O:24])[CH3:23])[CH2:8][C:9]2[CH:10]=[CH:11][N:12]=[CH:13][CH:14]=2)=[CH:4][CH:3]=1. The catalyst class is: 1. (2) Reactant: C([O:7][CH2:8][CH2:9][CH2:10][CH2:11][C:12]1[CH:17]=[CH:16][C:15]([C:18]2[N:19]=[C:20]([NH:23][C:24](=[O:26])[CH3:25])[S:21][CH:22]=2)=[CH:14][CH:13]=1)(=O)C(C)(C)C.C[O-].[Na+]. Product: [OH:7][CH2:8][CH2:9][CH2:10][CH2:11][C:12]1[CH:17]=[CH:16][C:15]([C:18]2[N:19]=[C:20]([NH:23][C:24](=[O:26])[CH3:25])[S:21][CH:22]=2)=[CH:14][CH:13]=1. The catalyst class is: 5. (3) Reactant: [C:1]([O:5][C:6]([NH:8][C@H:9]([CH2:13][C:14]([O:16][CH3:17])=[O:15])[C:10]([OH:12])=O)=[O:7])([CH3:4])([CH3:3])[CH3:2].[CH2:18]([O:20][C:21](=[O:31])[CH2:22][NH:23][CH2:24][C:25]1[CH:30]=[CH:29][CH:28]=[CH:27][CH:26]=1)[CH3:19].Cl.CN(C)CCCN=C=NCC.N1C=CC=CC=1. Product: [CH2:24]([N:23]([CH2:22][C:21]([O:20][CH2:18][CH3:19])=[O:31])[C:10](=[O:12])[C@H:9]([NH:8][C:6]([O:5][C:1]([CH3:2])([CH3:3])[CH3:4])=[O:7])[CH2:13][C:14]([O:16][CH3:17])=[O:15])[C:25]1[CH:30]=[CH:29][CH:28]=[CH:27][CH:26]=1. The catalyst class is: 4. (4) Reactant: [F:1][C:2]([F:23])([F:22])[C@@H:3]([OH:21])[CH2:4][N:5]1[CH2:10][CH2:9][S:8](=[O:12])(=[O:11])[CH:7]([C:13]2[CH:18]=[CH:17][CH:16]=[C:15]([O:19][CH3:20])[CH:14]=2)[CH2:6]1.[Cl:24][C:25]1[CH:30]=[CH:29][C:28]([N:31]=[C:32]=[O:33])=[CH:27][CH:26]=1. Product: [F:23][C:2]([F:1])([F:22])[C@@H:3]([O:21][C:32](=[O:33])[NH:31][C:28]1[CH:29]=[CH:30][C:25]([Cl:24])=[CH:26][CH:27]=1)[CH2:4][N:5]1[CH2:10][CH2:9][S:8](=[O:11])(=[O:12])[C@H:7]([C:13]2[CH:18]=[CH:17][CH:16]=[C:15]([O:19][CH3:20])[CH:14]=2)[CH2:6]1. The catalyst class is: 10. (5) Reactant: [O:1]1[CH2:6][CH2:5][CH:4]([OH:7])[CH2:3][CH2:2]1.N1C=CN=C1.[CH3:13][Si:14](Cl)([CH3:16])[CH3:15]. Product: [CH3:13][Si:14]([CH3:16])([CH3:15])[O:7][CH:4]1[CH2:5][CH2:6][O:1][CH2:2][CH2:3]1. The catalyst class is: 2. (6) Reactant: [CH2:1]([O:8][C:9]([NH:11][S:12]([N:15]([C@H:22]1[CH2:27][CH2:26][C@H:25](O[Si](C(C)(C)C)(C)C)[CH2:24][CH2:23]1)[CH2:16][C:17]([O:19][CH2:20][CH3:21])=[O:18])(=[O:14])=[O:13])=[O:10])[C:2]1[CH:7]=[CH:6][CH:5]=[CH:4][CH:3]=1.[O:36]=[C:37]1[CH2:42][CH2:41][N:40]([C:43]([O:45][CH2:46][C:47]2[CH:52]=[CH:51][CH:50]=[CH:49][CH:48]=2)=[O:44])[CH2:39][CH2:38]1.C([SiH](CC)CC)C.FC(F)(F)S(O[Si](C)(C)C)(=O)=O. Product: [CH2:1]([O:8][C:9]([NH:11][S:12]([N:15]([CH2:16][C:17]([O:19][CH2:20][CH3:21])=[O:18])[C@H:22]1[CH2:27][CH2:26][C@H:25]([O:36][CH:37]2[CH2:38][CH2:39][N:40]([C:43]([O:45][CH2:46][C:47]3[CH:52]=[CH:51][CH:50]=[CH:49][CH:48]=3)=[O:44])[CH2:41][CH2:42]2)[CH2:24][CH2:23]1)(=[O:14])=[O:13])=[O:10])[C:2]1[CH:3]=[CH:4][CH:5]=[CH:6][CH:7]=1. The catalyst class is: 2. (7) Reactant: [C:1]([O:4][CH2:5][C:6]([CH3:36])([CH3:35])[CH2:7][N:8]1[C:14]2[CH:15]=[CH:16][C:17]([Cl:19])=[CH:18][C:13]=2[C@@H:12]([C:20]2[CH:25]=[CH:24][CH:23]=[C:22]([O:26][CH3:27])[C:21]=2[O:28][CH3:29])[O:11][C@H:10]([CH2:30][C:31](O)=[O:32])[C:9]1=[O:34])(=[O:3])[CH3:2].C(N(CC)CC)C.ClC(OCC(C)C)=O.Cl.[NH2:53][C:54]1[S:55][C:56]([CH2:59][C:60]([O:62][CH2:63][CH3:64])=[O:61])=[CH:57][N:58]=1.N1C=CC=CC=1. Product: [C:1]([O:4][CH2:5][C:6]([CH3:35])([CH3:36])[CH2:7][N:8]1[C:14]2[CH:15]=[CH:16][C:17]([Cl:19])=[CH:18][C:13]=2[C@@H:12]([C:20]2[CH:25]=[CH:24][CH:23]=[C:22]([O:26][CH3:27])[C:21]=2[O:28][CH3:29])[O:11][C@H:10]([CH2:30][C:31]([NH:53][C:54]2[S:55][C:56]([CH2:59][C:60]([O:62][CH2:63][CH3:64])=[O:61])=[CH:57][N:58]=2)=[O:32])[C:9]1=[O:34])(=[O:3])[CH3:2]. The catalyst class is: 35.